Predict the product of the given reaction. From a dataset of Forward reaction prediction with 1.9M reactions from USPTO patents (1976-2016). (1) Given the reactants [CH:1]12[N:8]([C:9]([O:11][C:12]([CH3:15])([CH3:14])[CH3:13])=[O:10])[CH:5]([CH2:6][CH2:7]1)[CH2:4][NH:3][CH2:2]2.Cl[C:17]1[CH:22]=[CH:21][C:20]([Cl:23])=[CH:19][N:18]=1, predict the reaction product. The product is: [Cl:23][C:20]1[CH:21]=[CH:22][C:17]([N:3]2[CH2:4][CH:5]3[N:8]([C:9]([O:11][C:12]([CH3:15])([CH3:14])[CH3:13])=[O:10])[CH:1]([CH2:7][CH2:6]3)[CH2:2]2)=[N:18][CH:19]=1. (2) Given the reactants [CH3:1][S:2]([C:4]1[CH:9]=[CH:8][C:7]([C:10]2[C:14]3[CH:15]=[C:16]([C:19]([O:21]C)=O)[CH:17]=[CH:18][C:13]=3[O:12][CH:11]=2)=[CH:6][CH:5]=1)=[O:3].O.[NH2:24][NH2:25].[C:26](=[S:28])=S.C(N(CC)CC)C.Cl, predict the reaction product. The product is: [CH3:1][S:2]([C:4]1[CH:9]=[CH:8][C:7]([C:10]2[C:14]3[CH:15]=[C:16]([C:19]4[O:21][C:26]([SH:28])=[N:25][N:24]=4)[CH:17]=[CH:18][C:13]=3[O:12][CH:11]=2)=[CH:6][CH:5]=1)=[O:3].